This data is from Forward reaction prediction with 1.9M reactions from USPTO patents (1976-2016). The task is: Predict the product of the given reaction. (1) Given the reactants [CH2:1]([O:8][C:9]([NH:11][CH2:12][CH2:13][N:14]1[C:19]2[CH:20]=[C:21]([C:28]([O:30]C)=[O:29])[C:22]([C:24]([F:27])([F:26])[F:25])=[CH:23][C:18]=2[O:17][C@@:16]([CH3:38])([C:32]2[CH:37]=[CH:36][CH:35]=[CH:34][CH:33]=2)[C:15]1=[O:39])=[O:10])[C:2]1[CH:7]=[CH:6][CH:5]=[CH:4][CH:3]=1.[OH-].[Na+], predict the reaction product. The product is: [CH2:1]([O:8][C:9]([NH:11][CH2:12][CH2:13][N:14]1[C:19]2[CH:20]=[C:21]([C:28]([OH:30])=[O:29])[C:22]([C:24]([F:27])([F:26])[F:25])=[CH:23][C:18]=2[O:17][C@@:16]([CH3:38])([C:32]2[CH:37]=[CH:36][CH:35]=[CH:34][CH:33]=2)[C:15]1=[O:39])=[O:10])[C:2]1[CH:3]=[CH:4][CH:5]=[CH:6][CH:7]=1. (2) The product is: [F:95][C:69]([F:68])([F:94])[S:70]([O:73][C:74]([C@H:76]([CH3:93])[CH2:77][C@@H:78]1[O:83][C@@:82]2([CH2:91][I:92])[CH2:84][C@H:85]([CH2:87][CH2:88][CH:89]([OH:90])/[CH:11]=[CH:10]/[C@@H:9]([C@@H:13]3[O:18][C@H:17]4[CH2:19][CH2:20][C@H:21]([CH2:23][CH2:24][O:25][Si:26]([CH2:31][CH3:32])([CH2:29][CH3:30])[CH2:27][CH3:28])[O:22][C@@H:16]4[C@H:15]([O:33][Si:34]([C:37]([CH3:40])([CH3:39])[CH3:38])([CH3:36])[CH3:35])[C@@H:14]3[O:41][Si:42]([C:45]([CH3:46])([CH3:47])[CH3:48])([CH3:43])[CH3:44])[O:8][Si:1]([C:4]([CH3:5])([CH3:6])[CH3:7])([CH3:3])[CH3:2])[O:86][C@H:81]2[CH2:80][CH2:79]1)=[CH2:75])(=[O:72])=[O:71]. Given the reactants [Si:1]([O:8][C@H:9]([C@@H:13]1[O:18][C@H:17]2[CH2:19][CH2:20][C@H:21]([CH2:23][CH2:24][O:25][Si:26]([CH2:31][CH3:32])([CH2:29][CH3:30])[CH2:27][CH3:28])[O:22][C@@H:16]2[C@H:15]([O:33][Si:34]([C:37]([CH3:40])([CH3:39])[CH3:38])([CH3:36])[CH3:35])[C@@H:14]1[O:41][Si:42]([C:45]([CH3:48])([CH3:47])[CH3:46])([CH3:44])[CH3:43])/[CH:10]=[CH:11]/I)([C:4]([CH3:7])([CH3:6])[CH3:5])([CH3:3])[CH3:2].[Li]CCCC.CCCCCC.CCOCC.[Mg+2].[Br-].[Br-].[F:68][C:69]([F:95])([F:94])[S:70]([O:73][C:74]([C@H:76]([CH3:93])[CH2:77][C@@H:78]1[O:83][C@@:82]2([CH2:91][I:92])[CH2:84][C@H:85]([CH2:87][CH2:88][CH:89]=[O:90])[O:86][C@H:81]2[CH2:80][CH2:79]1)=[CH2:75])(=[O:72])=[O:71], predict the reaction product. (3) Given the reactants N[C:2]1C=CC(Br)=C(C)N=1.[NH:10]1[C:18]2[C:13](=[CH:14][CH:15]=[CH:16][N:17]=2)[CH:12]=[CH:11]1.Br[C:20]1[CH:21]=[CH:22][C:23]([NH:27][CH2:28][C:29]2[CH:34]=[CH:33][C:32]([C:35]([F:38])([F:37])[F:36])=[CH:31][CH:30]=2)=[N:24][C:25]=1[CH3:26], predict the reaction product. The product is: [CH3:26][C:25]1[N:24]=[C:23]([NH:27][CH2:28][C:29]2[CH:34]=[CH:33][C:32]([C:35]([F:38])([F:37])[F:36])=[CH:31][CH:30]=2)[CH:22]=[CH:21][C:20]=1[CH2:2][C:12]1[C:13]2[C:18](=[N:17][CH:16]=[CH:15][CH:14]=2)[NH:10][CH:11]=1. (4) Given the reactants C(OC(=O)/[CH:5]=[CH:6]/[C:7]1[CH:12]=[CH:11][CH:10]=[C:9]([S:13][C:14]2[CH:19]=[CH:18][C:17]([N:20]([CH3:22])[CH3:21])=[CH:16][CH:15]=2)[CH:8]=1)C.[NH2:24][OH:25].[OH-:26].[K+].[CH3:28]O, predict the reaction product. The product is: [CH3:22][N:20]([CH3:21])[C:17]1[CH:16]=[CH:15][C:14]([S:13][C:9]2[CH:8]=[C:7]([C:6](=[CH2:5])[C:28]([NH:24][OH:25])=[O:26])[CH:12]=[CH:11][CH:10]=2)=[CH:19][CH:18]=1. (5) Given the reactants [Li][CH2:2][CH2:3][CH2:4][CH3:5].CC([O-])(C)C.[K+].C(NC(C)C)(C)C.C[C:20]1[CH:25]=[N:24][CH:23]=[CH:22][N:21]=1.C(Br)C=C, predict the reaction product. The product is: [CH2:2]([C:20]1[CH:25]=[N:24][CH:23]=[CH:22][N:21]=1)[CH2:3][CH:4]=[CH2:5]. (6) Given the reactants [NH2:1][C:2]1[CH:3]=[C:4]([CH:22]=[CH:23][CH:24]=1)[C:5]([NH:7][CH2:8][CH:9]([OH:21])[CH2:10][N:11]1[CH2:20][CH2:19][C:18]2[C:13](=[CH:14][CH:15]=[CH:16][CH:17]=2)[CH2:12]1)=[O:6].CC(O)=O.[O:29]1[CH2:33][CH2:32][C:31](=O)[CH2:30]1.[BH3-]C#N.[Na+], predict the reaction product. The product is: [CH2:12]1[C:13]2[C:18](=[CH:17][CH:16]=[CH:15][CH:14]=2)[CH2:19][CH2:20][N:11]1[CH2:10][CH:9]([OH:21])[CH2:8][NH:7][C:5](=[O:6])[C:4]1[CH:22]=[CH:23][CH:24]=[C:2]([NH:1][CH:31]2[CH2:32][CH2:33][O:29][CH2:30]2)[CH:3]=1.